From a dataset of Peptide-MHC class II binding affinity with 134,281 pairs from IEDB. Regression. Given a peptide amino acid sequence and an MHC pseudo amino acid sequence, predict their binding affinity value. This is MHC class II binding data. (1) The peptide sequence is SPILRFLYANVGEEA. The MHC is DRB1_0301 with pseudo-sequence DRB1_0301. The binding affinity (normalized) is 0.533. (2) The peptide sequence is WGAIWRIDTPEVLKG. The MHC is HLA-DQA10301-DQB10302 with pseudo-sequence HLA-DQA10301-DQB10302. The binding affinity (normalized) is 0.214. (3) The peptide sequence is YMKFLANVSTVLTGK. The MHC is DRB1_0701 with pseudo-sequence DRB1_0701. The binding affinity (normalized) is 0.731. (4) The peptide sequence is LIRKKLMTSPKWVQM. The MHC is H-2-IAb with pseudo-sequence H-2-IAb. The binding affinity (normalized) is 0.267. (5) The peptide sequence is ELATLHHLNPCDYVA. The MHC is DRB1_0101 with pseudo-sequence DRB1_0101. The binding affinity (normalized) is 0.476.